From a dataset of NCI-60 drug combinations with 297,098 pairs across 59 cell lines. Regression. Given two drug SMILES strings and cell line genomic features, predict the synergy score measuring deviation from expected non-interaction effect. (1) Drug 1: CC(CN1CC(=O)NC(=O)C1)N2CC(=O)NC(=O)C2. Drug 2: C1=CC=C(C(=C1)C(C2=CC=C(C=C2)Cl)C(Cl)Cl)Cl. Cell line: COLO 205. Synergy scores: CSS=58.6, Synergy_ZIP=-2.61, Synergy_Bliss=-1.84, Synergy_Loewe=-8.76, Synergy_HSA=-1.16. (2) Drug 1: C1=CN(C(=O)N=C1N)C2C(C(C(O2)CO)O)(F)F. Drug 2: CC1(CCCN1)C2=NC3=C(C=CC=C3N2)C(=O)N. Cell line: NCIH23. Synergy scores: CSS=75.4, Synergy_ZIP=-0.858, Synergy_Bliss=-2.04, Synergy_Loewe=-4.28, Synergy_HSA=-1.93. (3) Drug 1: CCC1(CC2CC(C3=C(CCN(C2)C1)C4=CC=CC=C4N3)(C5=C(C=C6C(=C5)C78CCN9C7C(C=CC9)(C(C(C8N6C=O)(C(=O)OC)O)OC(=O)C)CC)OC)C(=O)OC)O.OS(=O)(=O)O. Drug 2: CN1C(=O)N2C=NC(=C2N=N1)C(=O)N. Cell line: A549. Synergy scores: CSS=10.7, Synergy_ZIP=8.57, Synergy_Bliss=16.2, Synergy_Loewe=6.01, Synergy_HSA=12.6. (4) Synergy scores: CSS=33.5, Synergy_ZIP=3.04, Synergy_Bliss=-4.59, Synergy_Loewe=-3.53, Synergy_HSA=-4.24. Cell line: ACHN. Drug 2: C1C(C(OC1N2C=NC3=C2NC=NCC3O)CO)O. Drug 1: CC12CCC3C(C1CCC2=O)CC(=C)C4=CC(=O)C=CC34C. (5) Synergy scores: CSS=94.3, Synergy_ZIP=5.59, Synergy_Bliss=5.60, Synergy_Loewe=3.99, Synergy_HSA=6.79. Cell line: MOLT-4. Drug 2: C1CCC(C(C1)N)N.C(=O)(C(=O)[O-])[O-].[Pt+4]. Drug 1: C1CN1C2=NC(=NC(=N2)N3CC3)N4CC4.